Dataset: Catalyst prediction with 721,799 reactions and 888 catalyst types from USPTO. Task: Predict which catalyst facilitates the given reaction. (1) Reactant: [N+:1]([O-:4])(O)=[O:2].S(=O)(=O)(O)O.[C:10]1([C@H:16]2[CH2:21][CH2:20][C@H:19]([CH2:22][C:23]([O:25][CH3:26])=[O:24])[CH2:18][CH2:17]2)[CH:15]=[CH:14][CH:13]=[CH:12][CH:11]=1. Product: [N+:1]([C:13]1[CH:14]=[CH:15][C:10]([C@H:16]2[CH2:17][CH2:18][C@H:19]([CH2:22][C:23]([O:25][CH3:26])=[O:24])[CH2:20][CH2:21]2)=[CH:11][CH:12]=1)([O-:4])=[O:2]. The catalyst class is: 53. (2) Reactant: [C:1]([CH2:4][NH:5][C:6]([NH:8][CH2:9][C:10]1[CH:28]=[CH:27][C:13]([C:14]([N:16]2[C:22]3[CH:23]=[CH:24][CH:25]=[CH:26][C:21]=3[CH2:20][CH2:19][CH2:18][CH2:17]2)=[O:15])=[CH:12][C:11]=1[CH3:29])=[O:7])([OH:3])=O.C[CH2:31][N:32](C(C)C)C(C)C.C1CN([P+](Br)(N2CCCC2)N2CCCC2)CC1.F[P-](F)(F)(F)(F)F.Cl.CN. Product: [CH3:31][NH:32][C:1](=[O:3])[CH2:4][NH:5][C:6]([NH:8][CH2:9][C:10]1[CH:28]=[CH:27][C:13]([C:14]([N:16]2[C:22]3[CH:23]=[CH:24][CH:25]=[CH:26][C:21]=3[CH2:20][CH2:19][CH2:18][CH2:17]2)=[O:15])=[CH:12][C:11]=1[CH3:29])=[O:7]. The catalyst class is: 4. (3) Reactant: N#N.[F:3][C:4]1[C:5]([N:25]2[CH2:30][CH2:29][CH2:28][CH2:27][CH2:26]2)=[C:6]([CH:22]=[CH:23][CH:24]=1)[C:7]([C@@H:9]1[CH2:14][CH2:13][CH2:12][N:11]([C:15]([O:17][C:18]([CH3:21])([CH3:20])[CH3:19])=[O:16])[CH2:10]1)=[O:8].[CH3:31][O:32][CH2:33][CH2:34][CH2:35][CH2:36][Mg]Cl. Product: [F:3][C:4]1[C:5]([N:25]2[CH2:30][CH2:29][CH2:28][CH2:27][CH2:26]2)=[C:6]([C@:7]([C@@H:9]2[CH2:14][CH2:13][CH2:12][N:11]([C:15]([O:17][C:18]([CH3:19])([CH3:20])[CH3:21])=[O:16])[CH2:10]2)([OH:8])[CH2:36][CH2:35][CH2:34][CH2:33][O:32][CH3:31])[CH:22]=[CH:23][CH:24]=1. The catalyst class is: 1. (4) Product: [Na:38].[C:1]([C:5]1[CH:6]=[CH:7][C:8]([O:32][CH3:33])=[C:9]([CH:31]=1)[C:10]([NH:12][CH2:13][CH2:14][C:15]1[CH:16]=[CH:17][C:18]([O:29][CH3:30])=[C:19]([S:21]([NH:24][C:25]([NH:27][CH3:28])=[S:26])(=[O:22])=[O:23])[CH:20]=1)=[O:11])([CH3:4])([CH3:2])[CH3:3]. Reactant: [C:1]([C:5]1[CH:6]=[CH:7][C:8]([O:32][CH3:33])=[C:9]([CH:31]=1)[C:10]([NH:12][CH2:13][CH2:14][C:15]1[CH:16]=[CH:17][C:18]([O:29][CH3:30])=[C:19]([S:21]([NH:24][C:25]([NH:27][CH3:28])=[S:26])(=[O:23])=[O:22])[CH:20]=1)=[O:11])([CH3:4])([CH3:3])[CH3:2].CO.[OH-].[Na+].[Na:38]. The catalyst class is: 282. (5) Reactant: C(OC([N:8]1[CH2:12][CH2:11][CH2:10][CH:9]1[C:13](=[O:35])[NH:14][C:15]1[CH:20]=[CH:19][C:18]([C:21]2[CH:26]=[CH:25][CH:24]=[CH:23][C:22]=2[S:27](=[O:34])(=[O:33])[NH:28][C:29]([CH3:32])([CH3:31])[CH3:30])=[CH:17][N:16]=1)=O)(C)(C)C.FC(F)(F)C(O)=O. Product: [C:29]([NH:28][S:27]([C:22]1[CH:23]=[CH:24][CH:25]=[CH:26][C:21]=1[C:18]1[CH:19]=[CH:20][C:15]([NH:14][C:13]([CH:9]2[CH2:10][CH2:11][CH2:12][NH:8]2)=[O:35])=[N:16][CH:17]=1)(=[O:34])=[O:33])([CH3:32])([CH3:30])[CH3:31]. The catalyst class is: 366. (6) Reactant: Cl[C:2]1[C:11]2=[N:12][N:13](CC3C=CC(OC)=CC=3)[CH:14]=[C:10]2[C:9]2[CH:8]=[C:7]([O:24][CH3:25])[CH:6]=[CH:5][C:4]=2[N:3]=1.[NH2:26][C:27]1[CH:32]=[CH:31][C:30]([CH2:33][C:34]([NH2:36])=[O:35])=[CH:29][CH:28]=1.Cl. Product: [CH3:25][O:24][C:7]1[CH:6]=[CH:5][C:4]2[N:3]=[C:2]([NH:26][C:27]3[CH:28]=[CH:29][C:30]([CH2:33][C:34]([NH2:36])=[O:35])=[CH:31][CH:32]=3)[C:11]3[NH:12][N:13]=[CH:14][C:10]=3[C:9]=2[CH:8]=1. The catalyst class is: 71.